This data is from NCI-60 drug combinations with 297,098 pairs across 59 cell lines. The task is: Regression. Given two drug SMILES strings and cell line genomic features, predict the synergy score measuring deviation from expected non-interaction effect. (1) Drug 1: C1=CC(=CC=C1CCCC(=O)O)N(CCCl)CCCl. Drug 2: CS(=O)(=O)OCCCCOS(=O)(=O)C. Cell line: OVCAR-4. Synergy scores: CSS=-1.43, Synergy_ZIP=0.520, Synergy_Bliss=-0.525, Synergy_Loewe=-2.83, Synergy_HSA=-1.99. (2) Drug 1: C1CCC(CC1)NC(=O)N(CCCl)N=O. Drug 2: CCC(=C(C1=CC=CC=C1)C2=CC=C(C=C2)OCCN(C)C)C3=CC=CC=C3.C(C(=O)O)C(CC(=O)O)(C(=O)O)O. Cell line: A549. Synergy scores: CSS=18.8, Synergy_ZIP=-4.89, Synergy_Bliss=1.22, Synergy_Loewe=-0.612, Synergy_HSA=0.604. (3) Drug 1: CCC1=CC2CC(C3=C(CN(C2)C1)C4=CC=CC=C4N3)(C5=C(C=C6C(=C5)C78CCN9C7C(C=CC9)(C(C(C8N6C)(C(=O)OC)O)OC(=O)C)CC)OC)C(=O)OC.C(C(C(=O)O)O)(C(=O)O)O. Drug 2: CN(CC1=CN=C2C(=N1)C(=NC(=N2)N)N)C3=CC=C(C=C3)C(=O)NC(CCC(=O)O)C(=O)O. Cell line: SF-295. Synergy scores: CSS=35.9, Synergy_ZIP=-7.56, Synergy_Bliss=-6.54, Synergy_Loewe=-6.57, Synergy_HSA=-0.669. (4) Drug 1: CC(C1=C(C=CC(=C1Cl)F)Cl)OC2=C(N=CC(=C2)C3=CN(N=C3)C4CCNCC4)N. Drug 2: CC1C(C(CC(O1)OC2CC(CC3=C2C(=C4C(=C3O)C(=O)C5=C(C4=O)C(=CC=C5)OC)O)(C(=O)CO)O)N)O.Cl. Cell line: T-47D. Synergy scores: CSS=32.2, Synergy_ZIP=0.391, Synergy_Bliss=-1.04, Synergy_Loewe=-18.6, Synergy_HSA=-2.08. (5) Drug 1: C1CC(=O)NC(=O)C1N2CC3=C(C2=O)C=CC=C3N. Drug 2: C1CN1P(=S)(N2CC2)N3CC3. Cell line: SN12C. Synergy scores: CSS=13.2, Synergy_ZIP=-6.68, Synergy_Bliss=-0.192, Synergy_Loewe=2.79, Synergy_HSA=2.80. (6) Drug 1: CN(C(=O)NC(C=O)C(C(C(CO)O)O)O)N=O. Drug 2: C(CCl)NC(=O)N(CCCl)N=O. Cell line: SN12C. Synergy scores: CSS=60.9, Synergy_ZIP=-1.87, Synergy_Bliss=-2.83, Synergy_Loewe=-11.0, Synergy_HSA=-2.30. (7) Drug 1: CCC1=C2CN3C(=CC4=C(C3=O)COC(=O)C4(CC)O)C2=NC5=C1C=C(C=C5)O. Drug 2: CN(C(=O)NC(C=O)C(C(C(CO)O)O)O)N=O. Cell line: SF-539. Synergy scores: CSS=27.7, Synergy_ZIP=-0.0343, Synergy_Bliss=-0.205, Synergy_Loewe=-38.5, Synergy_HSA=0.139. (8) Drug 1: CNC(=O)C1=NC=CC(=C1)OC2=CC=C(C=C2)NC(=O)NC3=CC(=C(C=C3)Cl)C(F)(F)F. Drug 2: CN(CC1=CN=C2C(=N1)C(=NC(=N2)N)N)C3=CC=C(C=C3)C(=O)NC(CCC(=O)O)C(=O)O. Cell line: SR. Synergy scores: CSS=65.0, Synergy_ZIP=1.38, Synergy_Bliss=0.594, Synergy_Loewe=-25.1, Synergy_HSA=0.424. (9) Drug 1: C1C(C(OC1N2C=NC3=C(N=C(N=C32)Cl)N)CO)O. Drug 2: CC1=C(C=C(C=C1)NC(=O)C2=CC=C(C=C2)CN3CCN(CC3)C)NC4=NC=CC(=N4)C5=CN=CC=C5. Cell line: CCRF-CEM. Synergy scores: CSS=59.5, Synergy_ZIP=-5.22, Synergy_Bliss=-8.40, Synergy_Loewe=-18.0, Synergy_HSA=-7.53. (10) Drug 1: CC=C1C(=O)NC(C(=O)OC2CC(=O)NC(C(=O)NC(CSSCCC=C2)C(=O)N1)C(C)C)C(C)C. Drug 2: CN(CCCl)CCCl.Cl. Cell line: U251. Synergy scores: CSS=70.4, Synergy_ZIP=4.63, Synergy_Bliss=5.06, Synergy_Loewe=-4.95, Synergy_HSA=4.54.